From a dataset of Forward reaction prediction with 1.9M reactions from USPTO patents (1976-2016). Predict the product of the given reaction. (1) Given the reactants [CH:1]1([CH2:6][CH:7]([C:11]2[CH:21]=[CH:20][C:14]3[S:15](=[O:19])(=[O:18])[CH2:16][CH2:17][C:13]=3[CH:12]=2)[C:8]([OH:10])=O)[CH2:5][CH2:4][CH2:3][CH2:2]1.C(Cl)(=O)C(Cl)=O.[NH2:28][C:29]1[CH:33]=[CH:32][N:31]([CH2:34][C:35]([CH3:38])([OH:37])[CH3:36])[N:30]=1.N1C(C)=CC=CC=1C, predict the reaction product. The product is: [CH:1]1([CH2:6][CH:7]([C:11]2[CH:21]=[CH:20][C:14]3[S:15](=[O:19])(=[O:18])[CH2:16][CH2:17][C:13]=3[CH:12]=2)[C:8]([NH:28][C:29]2[CH:33]=[CH:32][N:31]([CH2:34][C:35]([OH:37])([CH3:36])[CH3:38])[N:30]=2)=[O:10])[CH2:2][CH2:3][CH2:4][CH2:5]1. (2) Given the reactants [CH3:1][C:2]1([CH3:32])[CH2:11][CH:10]=[C:9](/[CH:12]=[CH:13]/[C:14]2[CH:19]=[CH:18][CH:17]=[CH:16][CH:15]=2)[C:8]2[CH:7]=[C:6](/[CH:20]=[CH:21]/[C:22]3[CH:31]=[CH:30][C:25]([C:26]([O:28]C)=[O:27])=[CH:24][CH:23]=3)[CH:5]=[CH:4][C:3]1=2.[OH-].[Na+].Cl, predict the reaction product. The product is: [CH3:1][C:2]1([CH3:32])[CH2:11][CH:10]=[C:9](/[CH:12]=[CH:13]/[C:14]2[CH:19]=[CH:18][CH:17]=[CH:16][CH:15]=2)[C:8]2[CH:7]=[C:6](/[CH:20]=[CH:21]/[C:22]3[CH:23]=[CH:24][C:25]([C:26]([OH:28])=[O:27])=[CH:30][CH:31]=3)[CH:5]=[CH:4][C:3]1=2. (3) The product is: [C:1]([O:4][CH2:7][Si:8]([O:13][CH3:14])([O:11][CH3:12])[O:9][CH3:10])(=[O:3])[CH3:2]. Given the reactants [C:1]([O-:4])(=[O:3])[CH3:2].[Na+].Cl[CH2:7][Si:8]([O:13][CH3:14])([O:11][CH3:12])[O:9][CH3:10].[SiH4], predict the reaction product. (4) The product is: [C:1]([O:5][C:6]([NH:8][C@H:9]([CH3:18])[CH2:10][CH2:11][CH2:12][C:13]([O:15][CH2:16][CH3:17])=[O:14])=[O:7])([CH3:4])([CH3:3])[CH3:2]. Given the reactants [C:1]([O:5][C:6]([NH:8][C@H:9]([CH3:18])[CH2:10]/[CH:11]=[CH:12]/[C:13]([O:15][CH2:16][CH3:17])=[O:14])=[O:7])([CH3:4])([CH3:3])[CH3:2].[H][H], predict the reaction product.